This data is from Reaction yield outcomes from USPTO patents with 853,638 reactions. The task is: Predict the reaction yield, written as a fraction of the theoretical maximum amount of product (1.0 means a 100% yield; for example, 0.34 means a 34% yield). (1) The catalyst is O1CCOCC1. The product is [ClH:28].[CH3:25][O:24][C:22](=[O:23])[C:21]1[CH:26]=[CH:27][C:18]([CH2:17][NH:8][NH2:9])=[CH:19][CH:20]=1. The reactants are CC(OC([N:8]([CH2:17][C:18]1[CH:27]=[CH:26][C:21]([C:22]([O:24][CH3:25])=[O:23])=[CH:20][CH:19]=1)[NH:9]C(OC(C)(C)C)=O)=O)(C)C.[ClH:28]. The yield is 0.800. (2) The reactants are [Cl:1][C:2]1[S:3][C:4]2[CH:10]=[C:9]([O:11][CH3:12])[CH:8]=[CH:7][C:5]=2[N:6]=1.[CH:13]([N:16]1[CH2:21][CH2:20][NH:19][CH2:18][CH2:17]1)([CH3:15])[CH3:14]. No catalyst specified. The product is [ClH:1].[CH:13]([N:16]1[CH2:21][CH2:20][N:19]([C:2]2[S:3][C:4]3[CH:10]=[C:9]([O:11][CH3:12])[CH:8]=[CH:7][C:5]=3[N:6]=2)[CH2:18][CH2:17]1)([CH3:15])[CH3:14]. The yield is 0.800. (3) The reactants are [O-][Mn](=O)(=O)=O.[K+].[F:7][CH:8]([F:49])[C:9]1[N:13]([C:14]2[N:19]=[C:18]([N:20]3[CH2:25][CH2:24][O:23][CH2:22][CH2:21]3)[N:17]=[C:16]([N:26]3[CH2:31][CH2:30][N:29]([S:32]([CH2:35][CH2:36][N:37]4[CH2:42][CH2:41]S[CH2:39][CH2:38]4)(=O)=[O:33])[CH2:28][CH2:27]3)[N:15]=2)[C:12]2[CH:43]=[CH:44][CH:45]=[C:46]([O:47][CH3:48])[C:11]=2[N:10]=1.[O-:50][S:51]([O-:53])=O.[Na+].[Na+].[OH2:56]. The catalyst is CC(C)=O.C(O)(=O)C.C(Cl)Cl. The product is [F:49][CH:8]([F:7])[C:9]1[N:13]([C:14]2[N:15]=[C:16]([N:26]3[CH2:31][CH2:30][N:29]([S:32]([CH2:35][CH2:36][N:37]4[CH2:38][CH2:39][S:51](=[O:53])(=[O:50])[CH2:41][CH2:42]4)(=[O:33])=[O:56])[CH2:28][CH2:27]3)[N:17]=[C:18]([N:20]3[CH2:21][CH2:22][O:23][CH2:24][CH2:25]3)[N:19]=2)[C:12]2[CH:43]=[CH:44][CH:45]=[C:46]([O:47][CH3:48])[C:11]=2[N:10]=1. The yield is 0.650.